From a dataset of Reaction yield outcomes from USPTO patents with 853,638 reactions. Predict the reaction yield, written as a fraction of the theoretical maximum amount of product (1.0 means a 100% yield; for example, 0.34 means a 34% yield). (1) The reactants are [CH3:1][O:2][C:3]1[CH:4]=[C:5]([CH:10]=[CH:11][C:12]=1[CH3:13])[C:6]([O:8][CH3:9])=[O:7].C1C(=O)N([Br:21])C(=O)C1.CC(N=NC(C#N)(C)C)(C#N)C. The catalyst is C(Cl)(Cl)(Cl)Cl. The product is [Br:21][CH2:13][C:12]1[CH:11]=[CH:10][C:5]([C:6]([O:8][CH3:9])=[O:7])=[CH:4][C:3]=1[O:2][CH3:1]. The yield is 0.769. (2) The reactants are [NH2:1][C:2]1[C:3]([O:16][CH3:17])=[CH:4][C:5]2[CH2:11][N:10]([CH2:12][CH3:13])[CH2:9][C:8](=[O:14])[NH:7][C:6]=2[CH:15]=1.Cl[C:19]1[N:24]=[C:23]([NH:25][C@@H:26]2[CH2:31][CH2:30][CH2:29][CH2:28][C@H:27]2[NH:32][S:33]([CH3:36])(=[O:35])=[O:34])[C:22]([Cl:37])=[CH:21][N:20]=1.[NH4+].[OH-]. The catalyst is C(Cl)Cl.CO. The product is [Cl:37][C:22]1[C:23]([NH:25][C@@H:26]2[CH2:31][CH2:30][CH2:29][CH2:28][C@H:27]2[NH:32][S:33]([CH3:36])(=[O:35])=[O:34])=[N:24][C:19]([NH:1][C:2]2[C:3]([O:16][CH3:17])=[CH:4][C:5]3[CH2:11][N:10]([CH2:12][CH3:13])[CH2:9][C:8](=[O:14])[NH:7][C:6]=3[CH:15]=2)=[N:20][CH:21]=1. The yield is 0.200. (3) The reactants are [C:1]([O:5][C:6]([N:8]1[C:16]2[CH:15]=[C:14](Cl)[N:13]=[CH:12][C:11]=2[C:10]([CH3:19])([CH3:18])[CH2:9]1)=[O:7])([CH3:4])([CH3:3])[CH3:2].[CH3:20][NH:21][C:22]1[CH:27]=[CH:26][CH:25]=[CH:24][CH:23]=1.CC(OC1C=CC=C(OC(C)C)C=1C1C(P(C2CCCCC2)C2CCCCC2)=CC=CC=1)C.ClC1C(P(C2CCCCC2)C2CCCCC2)=C(C2C(OC(C)C)=CC=CC=2OC(C)C)C=CC=1.COC(C)(C)C.CC([O-])(C)C.[Na+]. The catalyst is C1(C)C=CC=CC=1. The product is [C:1]([O:5][C:6]([N:8]1[C:16]2[CH:15]=[C:14]([N:21]([CH3:20])[C:22]3[CH:27]=[CH:26][CH:25]=[CH:24][CH:23]=3)[N:13]=[CH:12][C:11]=2[C:10]([CH3:19])([CH3:18])[CH2:9]1)=[O:7])([CH3:4])([CH3:3])[CH3:2]. The yield is 0.560. (4) The reactants are [Br:1][CH2:2][C:3]1[CH:12]=[CH:11][C:10]2[C:5](=[CH:6][CH:7]=[C:8](F)[CH:9]=2)[N:4]=1.[F:14][C:15]([F:28])([F:27])C1C=C2C(=CC=1)N=C(C)C=C2. The product is [Br:1][CH2:2][C:3]1[CH:12]=[CH:11][C:10]2[C:5](=[CH:6][CH:7]=[C:8]([C:15]([F:28])([F:27])[F:14])[CH:9]=2)[N:4]=1. No catalyst specified. The yield is 0.440. (5) The reactants are [C:1]([NH:4][CH2:5][CH2:6][NH:7][C:8]1[CH:20]=[CH:19][C:11]([C:12]([N:14]([CH2:17][CH3:18])[CH2:15][CH3:16])=[O:13])=[CH:10][C:9]=1[N+:21]([O-])=O)(=[O:3])[CH3:2].[CH3:24][CH2:25][O:26][C:27]([CH3:29])=O. The catalyst is [Pd]. The product is [C:1]([NH:4][CH2:5][CH2:6][N:7]1[C:8]2[CH:20]=[CH:19][C:11]([C:12]([N:14]([CH2:17][CH3:18])[CH2:15][CH3:16])=[O:13])=[CH:10][C:9]=2[N:21]=[C:20]1[CH2:19][C:11]1[CH:10]=[CH:9][C:27]([O:26][CH2:25][CH3:24])=[CH:29][CH:12]=1)(=[O:3])[CH3:2]. The yield is 1.00. (6) The catalyst is C(Cl)(Cl)Cl. The reactants are [F:1][C:2]1[CH:3]=[C:4]([CH:32]=[CH:33][CH:34]=1)[CH2:5][N:6]1[C:14]2[C:9](=[CH:10][C:11]([NH:15][C:16]3[C:21]4=[C:22]([CH2:25][N:26]5[CH2:31][CH2:30][S:29][CH2:28][CH2:27]5)[CH:23]=[CH:24][N:20]4[N:19]=[CH:18][N:17]=3)=[CH:12][CH:13]=2)[CH:8]=[N:7]1.ClC1C=CC=C(C(OO)=[O:43])C=1. The yield is 0.270. The product is [F:1][C:2]1[CH:3]=[C:4]([CH:32]=[CH:33][CH:34]=1)[CH2:5][N:6]1[C:14]2[C:9](=[CH:10][C:11]([NH:15][C:16]3[C:21]4=[C:22]([CH2:25][N:26]5[CH2:27][CH2:28][S:29](=[O:43])[CH2:30][CH2:31]5)[CH:23]=[CH:24][N:20]4[N:19]=[CH:18][N:17]=3)=[CH:12][CH:13]=2)[CH:8]=[N:7]1. (7) The reactants are [CH2:1]([O:3][CH:4]([O:31][CH2:32][CH3:33])[C:5]1[N:10]=[C:9](S(CC2C=CC=CC=2)(=O)=O)[N:8]=[C:7]([NH:21][C:22]2[S:23][C:24]3[C:29]([N:30]=2)=[CH:28][CH:27]=[CH:26][N:25]=3)[CH:6]=1)[CH3:2].[NH2:34][C@H:35]1[CH2:40][CH2:39][C@H:38]([OH:41])[CH2:37][CH2:36]1.O. The catalyst is O1CCOCC1. The product is [CH2:1]([O:3][CH:4]([O:31][CH2:32][CH3:33])[C:5]1[CH:6]=[C:7]([NH:21][C:22]2[S:23][C:24]3[C:29]([N:30]=2)=[CH:28][CH:27]=[CH:26][N:25]=3)[N:8]=[C:9]([NH:34][C@H:35]2[CH2:40][CH2:39][C@H:38]([OH:41])[CH2:37][CH2:36]2)[N:10]=1)[CH3:2]. The yield is 0.850. (8) The yield is 0.650. The product is [C:2]([C:3]1[NH:15][C:6]2[C:5]([CH:4]=1)=[CH:10][C:9]([N+:11]([O-:13])=[O:12])=[C:8]([F:14])[CH:7]=2)([CH3:22])([CH3:21])[CH3:1]. The reactants are [CH3:1][C:2]([CH3:22])([CH3:21])[C:3]#[C:4][C:5]1[CH:10]=[C:9]([N+:11]([O-:13])=[O:12])[C:8]([F:14])=[CH:7][C:6]=1[NH:15]C(=O)CCC.CCCC[N+](CCCC)(CCCC)CCCC.[F-].O. The catalyst is CN(C=O)C. (9) The product is [O:1]=[C:2]1[CH2:5][N:4]([C:6]([O:8][CH2:9][C:10]2[CH:15]=[CH:14][CH:13]=[CH:12][CH:11]=2)=[O:7])[CH2:3]1. The catalyst is ClCCl. The reactants are [OH:1][CH:2]1[CH2:5][N:4]([C:6]([O:8][CH2:9][C:10]2[CH:15]=[CH:14][CH:13]=[CH:12][CH:11]=2)=[O:7])[CH2:3]1.CC(OI1(OC(C)=O)(OC(C)=O)OC(=O)C2C=CC=CC1=2)=O. The yield is 0.990. (10) The yield is 0.480. The catalyst is C1COCC1.[O-]S(C(F)(F)F)(=O)=O.[Ag+]. The product is [I:16][CH2:11][CH:10]1[O:12][CH:7]([C:6]2[N:2]([CH3:1])[N:3]=[CH:4][C:5]=2[N+:13]([O-:15])=[O:14])[CH2:8][CH2:9]1. The reactants are [CH3:1][N:2]1[C:6]([CH:7]([OH:12])[CH2:8][CH2:9][CH:10]=[CH2:11])=[C:5]([N+:13]([O-:15])=[O:14])[CH:4]=[N:3]1.[I:16]I.C([O-])([O-])=O.[Na+].[Na+].